Dataset: hERG Central: cardiac toxicity at 1µM, 10µM, and general inhibition. Task: Predict hERG channel inhibition at various concentrations. (1) Results: hERG_inhib (hERG inhibition (general)): blocker. The drug is CC(=O)N1CCN(c2ccccc2NC(=O)c2ccc(-c3cccc([N+](=O)[O-])c3)o2)CC1. (2) Results: hERG_inhib (hERG inhibition (general)): blocker. The drug is CCOC(=O)C1CCN(C(=O)c2cc(S(=O)(=O)N3CCOCC3)c(Cl)cc2Cl)CC1. (3) The compound is COc1ccccc1CN1CCC(CNS(=O)(=O)c2cc(-c3cc(C)no3)ccc2C)CC1. Results: hERG_inhib (hERG inhibition (general)): blocker. (4) The drug is Cc1ccc(C(=O)N2CCN=C2SCc2ccc([N+](=O)[O-])cc2)cc1. Results: hERG_inhib (hERG inhibition (general)): blocker. (5) The drug is O=C(CCC1CCCC1)N1CCC(N2CCN(c3ccccc3)CC2)CC1. Results: hERG_inhib (hERG inhibition (general)): blocker. (6) The compound is Cc1cc(Br)ccc1NC(=O)CNC(=O)c1ccc(-n2cncn2)c([N+](=O)[O-])c1. Results: hERG_inhib (hERG inhibition (general)): blocker. (7) The drug is CN1CCN(Cc2nc3ccccc3c(=O)n2Cc2nc(-c3ccc([N+](=O)[O-])cc3)cs2)CC1. Results: hERG_inhib (hERG inhibition (general)): blocker. (8) The drug is O=C(N/C(=C\c1ccco1)C(=O)N1CCOCC1)c1ccc([N+](=O)[O-])cc1. Results: hERG_inhib (hERG inhibition (general)): blocker. (9) The drug is O=C(/C=C/c1ccccc1)N/C(=C/c1ccccc1)C(=O)N1CCOCC1. Results: hERG_inhib (hERG inhibition (general)): blocker.